From a dataset of Reaction yield outcomes from USPTO patents with 853,638 reactions. Predict the reaction yield, written as a fraction of the theoretical maximum amount of product (1.0 means a 100% yield; for example, 0.34 means a 34% yield). (1) The yield is 0.920. The reactants are C([O:3][C:4](=[O:16])[C:5]([S:8]([CH:11]1[CH2:15][CH2:14][CH2:13][CH2:12]1)(=[O:10])=[O:9])([CH3:7])[CH3:6])C.O.[OH-].[Li+]. The catalyst is O1CCOCC1.O.O. The product is [CH:11]1([S:8]([C:5]([CH3:7])([CH3:6])[C:4]([OH:16])=[O:3])(=[O:10])=[O:9])[CH2:12][CH2:13][CH2:14][CH2:15]1. (2) The yield is 0.230. The product is [CH3:27][C@H:28]1[CH2:29][N:30]([CH:1]([C:4]2[CH:13]=[N:12][C:11]3[N:10]([CH2:14][C:15]4[CH:16]=[CH:17][C:18]([O:21][CH3:22])=[CH:19][CH:20]=4)[C:9](=[O:23])[N:8]4[N:24]=[CH:25][N:26]=[C:7]4[C:6]=3[CH:5]=2)[CH3:2])[CH2:31][C@@H:32]([CH3:34])[O:33]1. The reactants are [C:1]([C:4]1[CH:13]=[N:12][C:11]2[N:10]([CH2:14][C:15]3[CH:20]=[CH:19][C:18]([O:21][CH3:22])=[CH:17][CH:16]=3)[C:9](=[O:23])[N:8]3[N:24]=[CH:25][N:26]=[C:7]3[C:6]=2[CH:5]=1)(=O)[CH3:2].[CH3:27][C@@H:28]1[O:33][C@H:32]([CH3:34])[CH2:31][NH:30][CH2:29]1.C(O)(=O)C.C([BH3-])#N.[Na+]. The catalyst is C(#N)C. (3) The reactants are [OH:1][C:2]1[CH:3]=[N:4][CH:5]=[CH:6][CH:7]=1.[H-].[Na+].Cl[C:11]1[N:16]=[C:15](Cl)[CH:14]=[C:13]([Cl:18])[N:12]=1.[NH:19]1[CH2:24][CH2:23][O:22][CH2:21][CH2:20]1. The catalyst is C1COCC1.C(Cl)Cl. The product is [Cl:18][C:13]1[N:12]=[C:11]([O:1][C:2]2[CH:3]=[N:4][CH:5]=[CH:6][CH:7]=2)[N:16]=[C:15]([N:19]2[CH2:24][CH2:23][O:22][CH2:21][CH2:20]2)[CH:14]=1. The yield is 0.147. (4) The reactants are Cl.[NH2:2][CH2:3][C:4]1[CH:5]=[C:6]2[C:10](=[CH:11][CH:12]=1)[C:9](=[O:13])[N:8]([CH:14]1[CH2:19][CH2:18][C:17](=[O:20])[NH:16][C:15]1=[O:21])[CH2:7]2.[N+:22]([C:25]1[CH:26]=[C:27]([N:31]=[C:32]=[O:33])[CH:28]=[CH:29][CH:30]=1)([O-:24])=[O:23]. The catalyst is C(#N)C. The product is [O:21]=[C:15]1[CH:14]([N:8]2[CH2:7][C:6]3[C:10](=[CH:11][CH:12]=[C:4]([CH2:3][NH:2][C:32]([NH:31][C:27]4[CH:28]=[CH:29][CH:30]=[C:25]([N+:22]([O-:24])=[O:23])[CH:26]=4)=[O:33])[CH:5]=3)[C:9]2=[O:13])[CH2:19][CH2:18][C:17](=[O:20])[NH:16]1. The yield is 0.390. (5) The reactants are Br[CH:2]([C:7]1[CH:8]=[C:9]([Cl:15])[C:10]([Cl:14])=[C:11]([Cl:13])[CH:12]=1)[C:3]([F:6])([F:5])[F:4].[CH:16]([C:18]1[CH:19]=[C:20]2[C:24](=[CH:25][CH:26]=1)[C:23](=[O:27])[CH2:22][CH2:21]2)=[CH2:17].N1C=CC=CC=1C1C=CC=CN=1. The catalyst is ClC1C=CC=CC=1Cl.Cl[Cu]. The product is [F:4][C:3]([F:6])([F:5])[CH:2]([C:7]1[CH:8]=[C:9]([Cl:15])[C:10]([Cl:14])=[C:11]([Cl:13])[CH:12]=1)/[CH:17]=[CH:16]/[C:18]1[CH:19]=[C:20]2[C:24](=[CH:25][CH:26]=1)[C:23](=[O:27])[CH2:22][CH2:21]2. The yield is 0.250. (6) The reactants are [N:1]1[CH:2]=[CH:3][N:4]2[CH:9]=[C:8]([C:10]([OH:12])=O)[CH:7]=[CH:6][C:5]=12.[NH:13]1[CH2:18][CH2:17][CH2:16][C@@H:15]2[C:19]3[CH:20]=[CH:21][CH:22]=[CH:23][C:24]=3[CH2:25][C@H:14]12.F[P-](F)(F)(F)(F)F.N1(OC(N(C)C)=[N+](C)C)C2N=CC=CC=2N=N1. No catalyst specified. The product is [N:13]1([C:10]([C:8]2[CH:7]=[CH:6][C:5]3[N:4]([CH:3]=[CH:2][N:1]=3)[CH:9]=2)=[O:12])[CH2:18][CH2:17][CH2:16][C@@H:15]2[C:19]3[CH:20]=[CH:21][CH:22]=[CH:23][C:24]=3[CH2:25][C@H:14]12. The yield is 0.850. (7) The reactants are Br[CH2:2][CH2:3][CH2:4]Cl.[Cl:6][SiH:7]([Cl:9])[Cl:8]. The catalyst is [Cl-].C([P+](CCCC)(CCCC)CCCC)CCC. The product is [Cl:6][Si:7]([Cl:9])([Cl:8])[CH2:2][CH2:3][CH2:4][Si:7]([Cl:9])([Cl:8])[Cl:6]. The yield is 0.520. (8) The reactants are [F:1][C:2]1[C:10]([C:11]#[N:12])=[C:6]2[CH:7]=[CH:8][O:9][C:5]2=[CH:4][CH:3]=1. The catalyst is CO.[NH4+].[OH-].[Ni]. The product is [F:1][C:2]1[CH:3]=[CH:4][C:5]2[O:9][CH:8]=[CH:7][C:6]=2[C:10]=1[CH2:11][NH2:12]. The yield is 0.880. (9) The reactants are [NH2:1][CH:2]1[CH:7]([OH:8])[CH2:6][N:5]([C:9]([O:11][CH2:12][C:13]2[CH:18]=[CH:17][CH:16]=[CH:15][CH:14]=2)=[O:10])[CH:4]([CH3:19])[CH2:3]1.[N:20]1[CH:25]=[CH:24][CH:23]=[CH:22][C:21]=1[C:26](O)=[O:27].C1C=CC2N(O)N=NC=2C=1.CCN=C=NCCCN(C)C. The catalyst is C(Cl)Cl. The product is [OH:8][CH:7]1[CH2:6][N:5]([C:9]([O:11][CH2:12][C:13]2[CH:18]=[CH:17][CH:16]=[CH:15][CH:14]=2)=[O:10])[CH:4]([CH3:19])[CH2:3][CH:2]1[NH:1][C:26](=[O:27])[C:21]1[CH:22]=[CH:23][CH:24]=[CH:25][N:20]=1. The yield is 0.860.